From a dataset of Catalyst prediction with 721,799 reactions and 888 catalyst types from USPTO. Predict which catalyst facilitates the given reaction. (1) The catalyst class is: 245. Reactant: [NH2:1][CH2:2][C:3]1[C:8]([CH2:9][CH3:10])=[N:7][C:6]2[N:11]([CH2:14][CH3:15])[N:12]=[CH:13][C:5]=2[C:4]=1[NH:16][CH:17]1[CH2:22][CH2:21][O:20][CH2:19][CH2:18]1.[O:23]1[C:27]([C:28](Cl)=[O:29])=[CH:26][CH:25]=[N:24]1.CCN(C(C)C)C(C)C. Product: [CH2:14]([N:11]1[C:6]2=[N:7][C:8]([CH2:9][CH3:10])=[C:3]([CH2:2][NH:1][C:28]([C:27]3[O:23][N:24]=[CH:25][CH:26]=3)=[O:29])[C:4]([NH:16][CH:17]3[CH2:18][CH2:19][O:20][CH2:21][CH2:22]3)=[C:5]2[CH:13]=[N:12]1)[CH3:15]. (2) Reactant: [CH2:1]([N:4]([CH2:19][CH2:20][CH3:21])[C:5]([CH2:7][C:8]1[C:16]2[C:11](=[CH:12][CH:13]=[C:14]([O:17][CH3:18])[CH:15]=2)[NH:10][CH:9]=1)=[O:6])[CH2:2][CH3:3].[H-].[Na+].[CH3:24]I. Product: [CH2:19]([N:4]([CH2:1][CH2:2][CH3:3])[C:5]([CH2:7][C:8]1[C:16]2[C:11](=[CH:12][CH:13]=[C:14]([O:17][CH3:18])[CH:15]=2)[N:10]([CH3:24])[CH:9]=1)=[O:6])[CH2:20][CH3:21]. The catalyst class is: 483.